From a dataset of Reaction yield outcomes from USPTO patents with 853,638 reactions. Predict the reaction yield, written as a fraction of the theoretical maximum amount of product (1.0 means a 100% yield; for example, 0.34 means a 34% yield). (1) The reactants are C[O:2][C:3]([C:5]1[CH:15]=[CH:14][C:8]2[O:9][C:10]([F:13])([F:12])[O:11][C:7]=2[CH:6]=1)=O.[H-].[Al+3].[Li+].[H-].[H-].[H-].O.[OH-].[Na+]. The catalyst is O1CCCC1. The product is [F:13][C:10]1([F:12])[O:9][C:8]2[CH:14]=[CH:15][C:5]([CH2:3][OH:2])=[CH:6][C:7]=2[O:11]1. The yield is 0.760. (2) The reactants are [CH3:1][O:2][C:3]1[CH:8]=[CH:7][C:6]([OH:9])=[CH:5][CH:4]=1.[C:10](#[N:13])[CH:11]=[CH2:12]. The catalyst is CO. The product is [CH3:1][O:2][C:3]1[CH:8]=[CH:7][C:6]([O:9][CH2:12][CH2:11][C:10]#[N:13])=[CH:5][CH:4]=1. The yield is 0.895.